This data is from Forward reaction prediction with 1.9M reactions from USPTO patents (1976-2016). The task is: Predict the product of the given reaction. (1) Given the reactants [Cl:1][C:2]1[CH:7]=[CH:6][C:5]([CH2:8][N:9]2[CH2:21][CH2:20][C:19]3[C:18]4[C:13](=[CH:14][CH:15]=[C:16]([O:22][CH3:23])[CH:17]=4)[N:12](C(OC(C)(C)C)=O)[C:11]=3[C:10]2=[O:31])=[C:4]([F:32])[C:3]=1[O:33][C:34]1[CH:39]=[C:38]([C:40]#[N:41])[CH:37]=[C:36]([Cl:42])[CH:35]=1.C(O)(C(F)(F)F)=O, predict the reaction product. The product is: [Cl:42][C:36]1[CH:37]=[C:38]([CH:39]=[C:34]([O:33][C:3]2[C:2]([Cl:1])=[CH:7][CH:6]=[C:5]([CH2:8][N:9]3[CH2:21][CH2:20][C:19]4[C:18]5[C:13](=[CH:14][CH:15]=[C:16]([O:22][CH3:23])[CH:17]=5)[NH:12][C:11]=4[C:10]3=[O:31])[C:4]=2[F:32])[CH:35]=1)[C:40]#[N:41]. (2) Given the reactants [N:1]1[C:10]2[C:5](=[CH:6][C:7]([CH2:11][C:12]([OH:14])=O)=[CH:8][CH:9]=2)[CH:4]=[CH:3][CH:2]=1.[NH:15]([C:17]1[N:18]=[N:19][C:20]([C:23]2[CH:28]=[CH:27][CH:26]=[CH:25][CH:24]=2)=[CH:21][N:22]=1)[NH2:16].Cl.C(N=C=NCCCN(C)C)C.ON1C2C=CC=CC=2N=N1.C(N(CC)C(C)C)(C)C, predict the reaction product. The product is: [C:23]1([C:20]2[N:19]=[N:18][C:17]([NH:15][NH:16][C:12](=[O:14])[CH2:11][C:7]3[CH:6]=[C:5]4[C:10](=[CH:9][CH:8]=3)[N:1]=[CH:2][CH:3]=[CH:4]4)=[N:22][CH:21]=2)[CH:24]=[CH:25][CH:26]=[CH:27][CH:28]=1. (3) Given the reactants [F:1][C:2]1[N:7]=[C:6]2[NH:8][N:9]=[C:10]([CH3:11])[C:5]2=[CH:4][CH:3]=1.C(N(CC)CC)C.[O:19](C(OC(C)(C)C)=O)[C:20]([O:22][C:23]([CH3:26])([CH3:25])[CH3:24])=O, predict the reaction product. The product is: [C:23]([O:22][C:20]([N:8]1[C:6]2=[N:7][C:2]([F:1])=[CH:3][CH:4]=[C:5]2[C:10]([CH3:11])=[N:9]1)=[O:19])([CH3:26])([CH3:25])[CH3:24]. (4) Given the reactants Br[C:2]1[C:3]([N:22]2[CH2:26][CH2:25][C@@H:24]([N:27]([CH3:35])C(=O)OC(C)(C)C)[CH2:23]2)=[N:4][CH:5]=[C:6]([C:8](=[O:21])[NH:9][C:10]2[CH:15]=[CH:14][C:13]([O:16][C:17]([F:20])([F:19])[F:18])=[CH:12][CH:11]=2)[CH:7]=1.[N:36]1[CH:41]=[CH:40][CH:39]=[C:38](B(O)O)[CH:37]=1, predict the reaction product. The product is: [CH3:35][NH:27][C@@H:24]1[CH2:25][CH2:26][N:22]([C:3]2[C:2]([C:38]3[CH:37]=[N:36][CH:41]=[CH:40][CH:39]=3)=[CH:7][C:6]([C:8]([NH:9][C:10]3[CH:11]=[CH:12][C:13]([O:16][C:17]([F:20])([F:18])[F:19])=[CH:14][CH:15]=3)=[O:21])=[CH:5][N:4]=2)[CH2:23]1. (5) Given the reactants [CH3:1][C:2]1[NH:6][C:5]2[C:7]([C:17]([O:19]C)=[O:18])=[CH:8][C:9]([N:11]3[CH2:16][CH2:15][O:14][CH2:13][CH2:12]3)=[CH:10][C:4]=2[N:3]=1.Br[CH2:22][C:23]1[CH:28]=[CH:27][CH:26]=[C:25]([Cl:29])[CH:24]=1.C(=O)([O-])[O-].[K+].[K+].[OH-].[Li+], predict the reaction product. The product is: [Cl:29][C:25]1[CH:24]=[C:23]([CH2:22][N:3]2[C:4]3[CH:10]=[C:9]([N:11]4[CH2:16][CH2:15][O:14][CH2:13][CH2:12]4)[CH:8]=[C:7]([C:17]([OH:19])=[O:18])[C:5]=3[N:6]=[C:2]2[CH3:1])[CH:28]=[CH:27][CH:26]=1.